This data is from Reaction yield outcomes from USPTO patents with 853,638 reactions. The task is: Predict the reaction yield, written as a fraction of the theoretical maximum amount of product (1.0 means a 100% yield; for example, 0.34 means a 34% yield). The reactants are [Si]([O:8][CH2:9][C@@H:10]1[CH2:14][C:13]([CH3:15])=[CH:12][N:11]1[C:16]([C:18]1[CH:23]=[C:22]([O:24][CH3:25])[C:21]([O:26][Si:27]([CH:34]([CH3:36])[CH3:35])([CH:31]([CH3:33])[CH3:32])[CH:28]([CH3:30])[CH3:29])=[CH:20][C:19]=1[NH:37][C:38]([O:40][CH2:41][C:42]1[CH:47]=[CH:46][C:45]([NH:48][NH:49][CH:50]([CH3:66])[C:51]([NH:53][CH:54]([CH:63]([CH3:65])[CH3:64])[C:55](=[O:62])[C:56]([O:58][CH2:59][CH:60]=[CH2:61])=[O:57])=[O:52])=[CH:44][CH:43]=1)=[O:39])=[O:17])(C(C)(C)C)(C)C. The catalyst is C(O)(=O)C.CO.O1CCCC1.O.C(OCC)(=O)C. The product is [OH:8][CH2:9][C@@H:10]1[CH2:14][C:13]([CH3:15])=[CH:12][N:11]1[C:16]([C:18]1[CH:23]=[C:22]([O:24][CH3:25])[C:21]([O:26][Si:27]([CH:31]([CH3:32])[CH3:33])([CH:34]([CH3:35])[CH3:36])[CH:28]([CH3:30])[CH3:29])=[CH:20][C:19]=1[NH:37][C:38]([O:40][CH2:41][C:42]1[CH:43]=[CH:44][C:45]([NH:48][NH:49][CH:50]([CH3:66])[C:51]([NH:53][CH:54]([CH:63]([CH3:65])[CH3:64])[C:55](=[O:62])[C:56]([O:58][CH2:59][CH:60]=[CH2:61])=[O:57])=[O:52])=[CH:46][CH:47]=1)=[O:39])=[O:17]. The yield is 0.800.